Dataset: Full USPTO retrosynthesis dataset with 1.9M reactions from patents (1976-2016). Task: Predict the reactants needed to synthesize the given product. (1) Given the product [CH3:1][O:2][C:3]1[CH:4]=[C:5]2[C:10](=[CH:11][C:12]=1[O:13][CH3:14])[N:9]=[CH:8][CH:7]=[C:6]2[O:15][C:16]1[CH:22]=[CH:21][C:19]([NH:20][C:38]([NH:54][CH:52]([C:50]2[S:51][C:47]([CH3:46])=[CH:48][N:49]=2)[CH3:53])=[O:44])=[C:18]([C:23]([F:25])([F:26])[F:24])[CH:17]=1, predict the reactants needed to synthesize it. The reactants are: [CH3:1][O:2][C:3]1[CH:4]=[C:5]2[C:10](=[CH:11][C:12]=1[O:13][CH3:14])[N:9]=[CH:8][CH:7]=[C:6]2[O:15][C:16]1[CH:22]=[CH:21][C:19]([NH2:20])=[C:18]([C:23]([F:26])([F:25])[F:24])[CH:17]=1.C(N(CC)CC)C.ClC(Cl)(O[C:38](=[O:44])OC(Cl)(Cl)Cl)Cl.[CH3:46][C:47]1[S:51][C:50]([CH:52]([NH2:54])[CH3:53])=[N:49][CH:48]=1. (2) Given the product [CH2:1]([C:3]1[CH:11]=[C:7]2[C:6](=[CH:5][CH:4]=1)[N:12]=[CH:13][C:14]([N+:15]([O-:17])=[O:16])=[C:8]2[OH:9])[CH3:2], predict the reactants needed to synthesize it. The reactants are: [CH2:1]([C:3]1[CH:4]=[CH:5][C:6]([NH:12]/[CH:13]=[CH:14]/[N+:15]([O-:17])=[O:16])=[C:7]([CH:11]=1)[C:8](O)=[O:9])[CH3:2].C([O-])(=O)C.[K+]. (3) Given the product [C:14]([C:9]1[CH:10]=[CH:11][CH:12]=[CH:13][C:8]=1[C:5]1[CH:6]=[CH:7][C:2]([CH3:1])=[CH:3][CH:4]=1)#[N:18], predict the reactants needed to synthesize it. The reactants are: [CH3:1][C:2]1[CH:7]=[CH:6][C:5]([C:8]2[C:9]([CH:14]=O)=[CH:10][CH:11]=[CH:12][CH:13]=2)=[CH:4][CH:3]=1.Cl.O[NH2:18].C(OC(=O)C)(=O)C. (4) The reactants are: [Cl:1][C:2]1[CH:7]=[CH:6][C:5]([S:8]([N:11]2[CH:19]3[CH2:20][NH:21][CH2:22][CH:12]2[C:13]2[CH:14]=[N:15][NH:16][C:17]=2[CH2:18]3)(=[O:10])=[O:9])=[CH:4][CH:3]=1.Cl[C:24]([O:26][CH3:27])=[O:25]. Given the product [CH3:27][O:26][C:24]([N:16]1[C:17]2[CH2:18][CH:19]3[N:11]([S:8]([C:5]4[CH:4]=[CH:3][C:2]([Cl:1])=[CH:7][CH:6]=4)(=[O:9])=[O:10])[CH:12]([CH2:22][N:21]([C:24]([O:26][CH3:27])=[O:25])[CH2:20]3)[C:13]=2[CH:14]=[N:15]1)=[O:25], predict the reactants needed to synthesize it. (5) The reactants are: Cl[C:2]1[CH:7]=[CH:6][N:5]=[C:4]([C:8]2[CH:13]=[CH:12][CH:11]=[CH:10][CH:9]=2)[CH:3]=1.[CH2:14]([C:18]1[CH:23]=[CH:22][C:21](B(O)O)=[CH:20][CH:19]=1)[CH:15]([CH3:17])[CH3:16].C1(P(C2CCCCC2)C2C=C(C3C(OC)=CC=CC=3OC)C=CC=2)CCCCC1.[O-]P([O-])([O-])=O.[K+].[K+].[K+]. Given the product [CH2:14]([C:18]1[CH:23]=[CH:22][C:21]([C:2]2[CH:7]=[CH:6][N:5]=[C:4]([C:8]3[CH:13]=[CH:12][CH:11]=[CH:10][CH:9]=3)[CH:3]=2)=[CH:20][CH:19]=1)[CH:15]([CH3:17])[CH3:16], predict the reactants needed to synthesize it. (6) Given the product [CH3:1][N:2]([CH3:34])[C:3]1[N:4]=[C:5]2[N:20]=[C:18]([N:19]=1)[NH:17][NH:16][C:15](=[O:21])[C@@H:14]([CH2:22][N:23]([OH:26])[CH:24]=[O:25])[CH2:13][CH2:12][CH2:11][CH2:10][CH2:9][CH2:8][CH2:7][CH2:6]2, predict the reactants needed to synthesize it. The reactants are: [CH3:1][N:2]([CH3:34])[C:3]1[N:4]=[C:5]2[N:20]=[C:18]([N:19]=1)[NH:17][NH:16][C:15](=[O:21])[C@@H:14]([CH2:22][N:23]([O:26]CC1C=CC=CC=1)[CH:24]=[O:25])[CH2:13][CH2:12][CH2:11][CH2:10][CH:9]=[CH:8][CH2:7][CH2:6]2. (7) Given the product [CH:8]([N:11]1[CH:15]=[C:14]([C:16]#[N:17])[N:13]=[CH:12]1)([CH3:10])[CH3:9], predict the reactants needed to synthesize it. The reactants are: OC(C(F)(F)F)=O.[CH:8]([N:11]1[CH:15]=[C:14]([C:16]#[N:17])[N:13]=[CH:12]1)([CH3:10])[CH3:9].